Dataset: Forward reaction prediction with 1.9M reactions from USPTO patents (1976-2016). Task: Predict the product of the given reaction. (1) Given the reactants [Cl:1][C:2]1[CH:25]=[C:24]([Cl:26])[CH:23]=[CH:22][C:3]=1[CH2:4][N:5]1[C:14]2[C:9](=[CH:10][CH:11]=[C:12]([C:15]([O:17]CC)=[O:16])[CH:13]=2)[N:8]=[C:7]([CH3:20])[C:6]1=[O:21].[OH-].[Na+].CO.Cl, predict the reaction product. The product is: [C:15]([C:12]1[CH:13]=[C:14]2[C:9]([N:8]=[C:7]([CH3:20])[C:6](=[O:21])[N:5]2[CH2:4][C:3]2[CH:22]=[CH:23][C:24]([Cl:26])=[CH:25][C:2]=2[Cl:1])=[CH:10][CH:11]=1)([OH:17])=[O:16]. (2) Given the reactants [H-].[Na+].[C:3]([O:7][C:8]([N:10]1[CH2:15][CH2:14][CH:13]([OH:16])[CH2:12][CH2:11]1)=[O:9])([CH3:6])([CH3:5])[CH3:4].Cl[C:18]1[N:23]=[CH:22][N:21]=[C:20]2[N:24]([C:27]3[CH:32]=[CH:31][C:30]([S:33]([CH3:36])(=[O:35])=[O:34])=[CH:29][CH:28]=3)[N:25]=[CH:26][C:19]=12.ClC1C2N=CN=CC=2NN=1, predict the reaction product. The product is: [C:3]([O:7][C:8]([N:10]1[CH2:15][CH2:14][CH:13]([O:16][C:18]2[N:23]=[CH:22][N:21]=[C:20]3[N:24]([C:27]4[CH:28]=[CH:29][C:30]([S:33]([CH3:36])(=[O:34])=[O:35])=[CH:31][CH:32]=4)[N:25]=[CH:26][C:19]=23)[CH2:12][CH2:11]1)=[O:9])([CH3:6])([CH3:4])[CH3:5]. (3) Given the reactants Cl[C:2]1[C:7]([C:8]#[N:9])=[C:6]([NH:10][CH:11]2[CH2:13][CH2:12]2)[N:5]=[C:4]([NH:14][CH2:15][CH2:16][OH:17])[N:3]=1.Cl.[F:19][C:20]1[CH:25]=[CH:24][C:23]([C:26]2[CH2:27][CH2:28][NH:29][CH2:30][CH:31]=2)=[CH:22][CH:21]=1.C(N(C(C)C)C(C)C)C, predict the reaction product. The product is: [CH:11]1([NH:10][C:6]2[C:7]([C:8]#[N:9])=[C:2]([N:29]3[CH2:28][CH:27]=[C:26]([C:23]4[CH:24]=[CH:25][C:20]([F:19])=[CH:21][CH:22]=4)[CH2:31][CH2:30]3)[N:3]=[C:4]([NH:14][CH2:15][CH2:16][OH:17])[N:5]=2)[CH2:13][CH2:12]1. (4) Given the reactants [CH3:1][S:2][C:3]1[N:8]=[C:7](O)[C:6]([C:10]2[CH:15]=[CH:14][CH:13]=[CH:12][CH:11]=2)=[CH:5][N:4]=1.P(Cl)(Cl)([Cl:18])=O, predict the reaction product. The product is: [CH3:1][S:2][C:3]1[N:8]=[C:7]([Cl:18])[C:6]([C:10]2[CH:15]=[CH:14][CH:13]=[CH:12][CH:11]=2)=[CH:5][N:4]=1.